This data is from Catalyst prediction with 721,799 reactions and 888 catalyst types from USPTO. The task is: Predict which catalyst facilitates the given reaction. (1) Reactant: [C:1]([O:5][C:6]([N:8]([CH3:37])[CH:9]([C:25]1[NH:26][C:27](=[O:36])[C:28]([OH:35])=[C:29]([C:31]([O:33]C)=O)[N:30]=1)[CH2:10][CH2:11][C:12]([O:23][CH3:24])([CH3:22])[CH2:13][O:14][Si](C(C)(C)C)(C)C)=[O:7])([CH3:4])([CH3:3])[CH3:2].[F:38][C:39]1[CH:46]=[CH:45][C:42]([CH2:43][NH2:44])=[CH:41][C:40]=1[CH3:47]. Product: [F:38][C:39]1[CH:46]=[CH:45][C:42]([CH2:43][NH:44][C:31]([C:29]2[N:30]=[C:25]([CH:9]([N:8]([CH3:37])[C:6](=[O:7])[O:5][C:1]([CH3:4])([CH3:3])[CH3:2])[CH2:10][CH2:11][C:12]([O:23][CH3:24])([CH3:22])[CH2:13][OH:14])[NH:26][C:27](=[O:36])[C:28]=2[OH:35])=[O:33])=[CH:41][C:40]=1[CH3:47]. The catalyst class is: 41. (2) Reactant: [O:1]1[CH:5]=[CH:4][C:3]([C:6]([OH:8])=[O:7])=[CH:2]1.C([N-]C(C)C)(C)C.[Li+].[CH3:17][CH:18]([CH3:22])[CH2:19][CH:20]=[O:21].Cl. Product: [OH:21][CH:20]([C:2]1[O:1][CH:5]=[CH:4][C:3]=1[C:6]([OH:8])=[O:7])[CH2:19][CH:18]([CH3:22])[CH3:17]. The catalyst class is: 30. (3) Reactant: [CH3:1][O:2][C:3](=[O:15])[C:4]1[CH:9]=[C:8]([O:10][CH3:11])[CH:7]=[CH:6][C:5]=1[CH2:12][CH:13]=[CH2:14]. Product: [CH3:1][O:2][C:3](=[O:15])[C:4]1[CH:9]=[C:8]([O:10][CH3:11])[CH:7]=[CH:6][C:5]=1[CH2:12][CH2:13][CH3:14]. The catalyst class is: 43. (4) Reactant: [Br:1][C:2]1[CH:3]=[C:4]2[C:8](=[CH:9][CH:10]=1)[NH:7][C:6]([C:11]1[CH:16]=[CH:15][CH:14]=[CH:13][C:12]=1[CH3:17])=[CH:5]2.[H-].[Na+].[C:20]1([S:26](Cl)(=[O:28])=[O:27])[CH:25]=[CH:24][CH:23]=[CH:22][CH:21]=1. Product: [C:20]1([S:26]([N:7]2[C:8]3[C:4](=[CH:3][C:2]([Br:1])=[CH:10][CH:9]=3)[CH:5]=[C:6]2[C:11]2[CH:16]=[CH:15][CH:14]=[CH:13][C:12]=2[CH3:17])(=[O:28])=[O:27])[CH:25]=[CH:24][CH:23]=[CH:22][CH:21]=1. The catalyst class is: 3. (5) Reactant: [O:1]([C:8]1[N:13]=[C:12](OC2C=CC=CC=2)[N:11]=[C:10]([O:21][C:22]2[CH:27]=[CH:26][CH:25]=[CH:24][CH:23]=2)[N:9]=1)[C:2]1[CH:7]=[CH:6][CH:5]=[CH:4][CH:3]=1.[CH3:28][O:29][C:30]1[CH:47]=[CH:46][C:33]2[CH2:34][NH:35][CH2:36][CH2:37][C@@:38]34[C@@H:43]([O:44][C:31]=1[C:32]=23)[CH2:42][C@@H:41]([OH:45])[CH:40]=[CH:39]4. Product: [O:21]([C:10]1[N:9]=[C:8]([O:1][C:2]2[CH:3]=[CH:4][CH:5]=[CH:6][CH:7]=2)[N:13]=[C:12]([N:35]2[CH2:36][CH2:37][C:38]34[CH:39]=[CH:40][C@H:41]([OH:45])[CH2:42][CH:43]3[O:44][C:31]3=[C:30]([O:29][CH3:28])[CH:47]=[CH:46][C:33](=[C:32]43)[CH2:34]2)[N:11]=1)[C:22]1[CH:23]=[CH:24][CH:25]=[CH:26][CH:27]=1. The catalyst class is: 12.